From a dataset of Reaction yield outcomes from USPTO patents with 853,638 reactions. Predict the reaction yield, written as a fraction of the theoretical maximum amount of product (1.0 means a 100% yield; for example, 0.34 means a 34% yield). (1) The reactants are C[N:2]([CH2:10][C:11]1[CH:15]=[C:14]([C:16]2[CH:21]=[CH:20][CH:19]=[CH:18][CH:17]=2)[NH:13][CH:12]=1)[C:3](=O)OC(C)(C)C.C(O[K])(C)(C)C.[F:28][C:29]1[CH:30]=[C:31]([S:36]([Cl:39])(=[O:38])=[O:37])[CH:32]=[CH:33][C:34]=1[F:35]. The catalyst is O1CCCC1. The product is [ClH:39].[F:28][C:29]1[CH:30]=[C:31]([S:36]([N:13]2[C:14]([C:16]3[CH:17]=[CH:18][CH:19]=[CH:20][CH:21]=3)=[CH:15][C:11]([CH2:10][NH:2][CH3:3])=[CH:12]2)(=[O:37])=[O:38])[CH:32]=[CH:33][C:34]=1[F:35]. The yield is 0.330. (2) The reactants are [C:1]([O:5][C:6](=[O:22])[NH:7][C:8]1[CH:13]=[CH:12][CH:11]=[C:10]([C:14]2[CH:19]=[CH:18][C:17]([CH2:20][NH2:21])=[CH:16][CH:15]=2)[N:9]=1)([CH3:4])([CH3:3])[CH3:2].CCN(CC)CC.[CH3:30][S:31](Cl)(=[O:33])=[O:32]. The catalyst is ClCCl. The product is [C:1]([O:5][C:6](=[O:22])[NH:7][C:8]1[CH:13]=[CH:12][CH:11]=[C:10]([C:14]2[CH:15]=[CH:16][C:17]([CH2:20][NH:21][S:31]([CH3:30])(=[O:33])=[O:32])=[CH:18][CH:19]=2)[N:9]=1)([CH3:4])([CH3:2])[CH3:3]. The yield is 0.440. (3) The reactants are [CH3:1][NH:2][CH2:3][C:4]1[C:8]2[CH:9]=[CH:10][CH:11]=[CH:12][C:7]=2[O:6][C:5]=1[CH3:13].CNCC1C=CC2C(=CC=CC=2)C=1CCC.[ClH:30].[N:31]1([CH2:37][CH2:38][CH2:39][N:40]2[CH2:46][C:45]3[CH:47]=[C:48](/[CH:51]=[CH:52]/[C:53](O)=[O:54])[CH:49]=[N:50][C:44]=3[NH:43][C:42](=[O:56])[CH2:41]2)[CH2:36][CH2:35][O:34][CH2:33][CH2:32]1.Cl.CN1CC2C=C(/C=C/C(O)=O)C=NC=2NC(=O)C1. No catalyst specified. The product is [ClH:30].[CH3:1][N:2]([CH2:3][C:4]1[C:8]2[CH:9]=[CH:10][CH:11]=[CH:12][C:7]=2[O:6][C:5]=1[CH3:13])[C:53](=[O:54])/[CH:52]=[CH:51]/[C:48]1[CH:49]=[N:50][C:44]2[NH:43][C:42](=[O:56])[CH2:41][N:40]([CH2:39][CH2:38][CH2:37][N:31]3[CH2:32][CH2:33][O:34][CH2:35][CH2:36]3)[CH2:46][C:45]=2[CH:47]=1. The yield is 0.680. (4) The reactants are [C:1]1(=[O:7])[O:6][C:4](=[O:5])[CH:3]=[CH:2]1.[OH-:8].[Na+].F[B-](F)(F)F.[F:15][C:16]1[CH:25]=[C:24]2[C:19]([CH:20]=[CH:21][CH:22]=[C:23]2[N+]#N)=[CH:18][CH:17]=1. The catalyst is CC(C)=O. The product is [F:15][C:16]1[CH:25]=[C:24]2[C:19]([CH:20]=[CH:21][CH:22]=[C:23]2[CH:2]([CH2:3][C:4]([OH:8])=[O:5])[C:1]([OH:6])=[O:7])=[CH:18][CH:17]=1. The yield is 0.660. (5) The reactants are [N:1]([CH2:4][CH2:5][O:6][C:7]1[CH:8]=[C:9]([C:13]#[C:14][C:15]2[CH:20]=[CH:19][CH:18]=[C:17]([CH3:21])[N:16]=2)[CH:10]=[CH:11][CH:12]=1)=[N+]=[N-].C1C=CC(P(C2C=CC=CC=2)C2C=CC=CC=2)=CC=1.O. The catalyst is C1COCC1. The product is [CH3:21][C:17]1[N:16]=[C:15]([C:14]#[C:13][C:9]2[CH:8]=[C:7]([CH:12]=[CH:11][CH:10]=2)[O:6][CH2:5][CH2:4][NH2:1])[CH:20]=[CH:19][CH:18]=1. The yield is 0.860.